The task is: Predict the product of the given reaction.. This data is from Forward reaction prediction with 1.9M reactions from USPTO patents (1976-2016). (1) Given the reactants [F:1][C:2]1[CH:7]=[CH:6][CH:5]=[C:4]([F:8])[C:3]=1[C:9]([NH:11][C:12]1[CH:13]=[C:14]([CH:20]=[CH:21][CH:22]=1)[C:15]([O:17]CC)=O)=[O:10].[Cl:23][C:24]1[CH:25]=[C:26]([NH:36][C:37]2[N:42]=[C:41]([CH3:43])[CH:40]=[CH:39][N:38]=2)[CH:27]=[CH:28][C:29]=1[O:30][CH2:31][CH2:32][N:33]([CH3:35])[CH3:34].[Li+].C[Si]([N-][Si](C)(C)C)(C)C.C1COCC1, predict the reaction product. The product is: [Cl:23][C:24]1[CH:25]=[C:26]([NH:36][C:37]2[N:42]=[C:41]([CH2:43][C:15]([C:14]3[CH:13]=[C:12]([NH:11][C:9](=[O:10])[C:3]4[C:4]([F:8])=[CH:5][CH:6]=[CH:7][C:2]=4[F:1])[CH:22]=[CH:21][CH:20]=3)=[O:17])[CH:40]=[CH:39][N:38]=2)[CH:27]=[CH:28][C:29]=1[O:30][CH2:31][CH2:32][N:33]([CH3:35])[CH3:34]. (2) The product is: [CH2:1]([O:3][C:4]([C:6]1[N:7]([CH2:17][C:18]2[CH:23]=[CH:22][CH:21]=[C:20]([Cl:24])[CH:19]=2)[C:8]2[C:13]([C:14]=1[NH:15][C:30](=[O:31])[C:29]1[CH:33]=[CH:34][C:26]([Cl:25])=[CH:27][CH:28]=1)=[CH:12][CH:11]=[C:10]([Br:16])[CH:9]=2)=[O:5])[CH3:2]. Given the reactants [CH2:1]([O:3][C:4]([C:6]1[N:7]([CH2:17][C:18]2[CH:23]=[CH:22][CH:21]=[C:20]([Cl:24])[CH:19]=2)[C:8]2[C:13]([C:14]=1[NH2:15])=[CH:12][CH:11]=[C:10]([Br:16])[CH:9]=2)=[O:5])[CH3:2].[Cl:25][C:26]1[CH:34]=[CH:33][C:29]([C:30](Cl)=[O:31])=[CH:28][CH:27]=1.CCN(CC)CC.CC#N, predict the reaction product. (3) Given the reactants [NH:1]([C:27]([O:29][CH2:30][CH:31]1[C:43]2[C:38](=[CH:39][CH:40]=[CH:41][CH:42]=2)[C:37]2[C:32]1=[CH:33][CH:34]=[CH:35][CH:36]=2)=[O:28])[C@H:2]([C:24]([OH:26])=[O:25])[CH2:3][S:4][C:5]([C:18]1[CH:23]=[CH:22][CH:21]=[CH:20][CH:19]=1)([C:12]1[CH:17]=[CH:16][CH:15]=[CH:14][CH:13]=1)[C:6]1[CH:11]=[CH:10][CH:9]=[CH:8][CH:7]=1.[Si](C=[N+]=[N-])(C)(C)[CH3:45], predict the reaction product. The product is: [NH:1]([C:27]([O:29][CH2:30][CH:31]1[C:43]2[C:38](=[CH:39][CH:40]=[CH:41][CH:42]=2)[C:37]2[C:32]1=[CH:33][CH:34]=[CH:35][CH:36]=2)=[O:28])[C@H:2]([C:24]([O:26][CH3:45])=[O:25])[CH2:3][S:4][C:5]([C:18]1[CH:23]=[CH:22][CH:21]=[CH:20][CH:19]=1)([C:12]1[CH:13]=[CH:14][CH:15]=[CH:16][CH:17]=1)[C:6]1[CH:7]=[CH:8][CH:9]=[CH:10][CH:11]=1. (4) Given the reactants Cl[CH2:2][CH:3]([OH:30])[CH2:4][NH:5][C:6]([C:8]1[CH:9]=[N:10][N:11]2[CH:16]=[CH:15][C:14]([N:17]3[CH2:21][CH2:20][CH2:19][C@@H:18]3[C:22]3[C:23](=[O:29])[NH:24][CH:25]=[C:26]([F:28])[CH:27]=3)=[N:13][C:12]=12)=[O:7].C([O-])([O-])=O.[Cs+].[Cs+], predict the reaction product. The product is: [F:28][C:26]1[CH:27]=[C:22]2[C:23](=[N:24][CH:25]=1)[O:29][CH2:2][CH:3]([OH:30])[CH2:4][NH:5][C:6](=[O:7])[C:8]1=[C:12]3[N:13]=[C:14]([CH:15]=[CH:16][N:11]3[N:10]=[CH:9]1)[N:17]1[C@@H:18]2[CH2:19][CH2:20][CH2:21]1. (5) Given the reactants F[C:2]1[CH:7]=[CH:6][C:5]([C:8]2[N:9]=[C:10]([CH:14]3[CH2:19][CH2:18][N:17]([C:20]4[N:25]=[CH:24][N:23]=[C:22]([NH2:26])[C:21]=4[C:27]4[CH:32]=[CH:31][C:30]([O:33][CH3:34])=[CH:29][CH:28]=4)[CH2:16][CH2:15]3)[N:11](C)[CH:12]=2)=[CH:4][C:3]=1[C:35]([F:38])([F:37])[F:36].BrC1C(N)=NC=NC=1N1CCC(C2NC=C(C3C=CC=C(C(F)(F)F)C=3)N=2)CC1, predict the reaction product. The product is: [CH3:34][O:33][C:30]1[CH:31]=[CH:32][C:27]([C:21]2[C:22]([NH2:26])=[N:23][CH:24]=[N:25][C:20]=2[N:17]2[CH2:16][CH2:15][CH:14]([C:10]3[NH:11][CH:12]=[C:8]([C:5]4[CH:6]=[CH:7][CH:2]=[C:3]([C:35]([F:38])([F:37])[F:36])[CH:4]=4)[N:9]=3)[CH2:19][CH2:18]2)=[CH:28][CH:29]=1. (6) Given the reactants Br[C:2]1[CH:3]=[C:4]([C:9]2[N:10]=[C:11]([C:15]3[CH:20]=[CH:19][C:18]([F:21])=[CH:17][C:16]=3[F:22])[N:12]=[N:13][CH:14]=2)[CH:5]=[CH:6][C:7]=1[F:8].[F:23][C:24]1[CH:25]=[N:26][CH:27]=[C:28]([F:43])[C:29]=1[Sn](CCCC)(CCCC)CCCC, predict the reaction product. The product is: [F:23][C:24]1[CH:25]=[N:26][CH:27]=[C:28]([F:43])[C:29]=1[C:2]1[CH:3]=[C:4]([C:9]2[N:10]=[C:11]([C:15]3[CH:20]=[CH:19][C:18]([F:21])=[CH:17][C:16]=3[F:22])[N:12]=[N:13][CH:14]=2)[CH:5]=[CH:6][C:7]=1[F:8].